Task: Predict the reactants needed to synthesize the given product.. Dataset: Full USPTO retrosynthesis dataset with 1.9M reactions from patents (1976-2016) (1) Given the product [CH3:1][O:2][CH2:3][CH2:4][NH:5][C:6]([C:8]1[C:16]2[N:15]=[C:14]([NH:17][CH2:18][CH:19]3[CH2:20][CH2:21][N:22]([CH2:28][C:27]4[CH:30]=[C:31]([Cl:34])[CH:32]=[CH:33][C:26]=4[OH:25])[CH2:23][CH2:24]3)[NH:13][C:12]=2[CH:11]=[CH:10][CH:9]=1)=[O:7], predict the reactants needed to synthesize it. The reactants are: [CH3:1][O:2][CH2:3][CH2:4][NH:5][C:6]([C:8]1[C:16]2[N:15]=[C:14]([NH:17][CH2:18][CH:19]3[CH2:24][CH2:23][NH:22][CH2:21][CH2:20]3)[NH:13][C:12]=2[CH:11]=[CH:10][CH:9]=1)=[O:7].[OH:25][C:26]1[CH:33]=[CH:32][C:31]([Cl:34])=[CH:30][C:27]=1[CH:28]=O.C(O[BH-](OC(=O)C)OC(=O)C)(=O)C.[Na+].CO. (2) Given the product [Cl:1][C:2]1[C:6]([N:7]([CH2:18][CH3:19])[C:8](=[O:10])[CH3:9])=[CH:5][N:4]([C:11]2[CH:12]=[N:13][CH:14]=[CH:15][CH:16]=2)[N:3]=1, predict the reactants needed to synthesize it. The reactants are: [Cl:1][C:2]1[C:6]([NH:7][C:8](=[O:10])[CH3:9])=[CH:5][N:4]([C:11]2[CH:12]=[N:13][CH:14]=[CH:15][CH:16]=2)[N:3]=1.O1CC[CH2:19][CH2:18]1.CC(C)([O-])C.[Na+].C(Br)C. (3) Given the product [CH3:33][C@@H:34]([NH:64][CH3:65])[C@H:35]1[O:40][C@H:39]([O:41][C@H:42]2[C@H:47]([OH:48])[C@@H:46]([O:49][C@H:50]3[O:55][CH2:54][C@@:53]([OH:57])([CH3:56])[C@H:52]([NH:58][CH3:59])[C@H:51]3[OH:60])[C@H:45]([NH2:61])[CH2:44][C@@H:43]2[NH2:62])[C@H:38]([NH2:63])[CH2:37][CH2:36]1, predict the reactants needed to synthesize it. The reactants are: CC(N)[C@H]1O[C@H](O[C@H]2[C@H](O)[C@@H](O[C@H]3OC[C@@](O)(C)[C@H](NC)[C@H]3O)[C@H](N)C[C@@H]2N)[C@H](N)CC1.[CH3:33][CH:34]([NH:64][CH3:65])[C@H:35]1[O:40][C@H:39]([O:41][C@H:42]2[C@H:47]([OH:48])[C@@H:46]([O:49][C@H:50]3[O:55][CH2:54][C@@:53]([OH:57])([CH3:56])[C@H:52]([NH:58][CH3:59])[C@H:51]3[OH:60])[C@H:45]([NH2:61])[CH2:44][C@@H:43]2[NH2:62])[C@H:38]([NH2:63])[CH2:37][CH2:36]1.C[C@@]1(O)[C@H](NC)[C@@H](O)[C@@H](O[C@@H]2[C@@H](O)[C@H](O[C@H]3O[C@H](CN)CC[C@H]3N)[C@@H](N)C[C@H]2N)OC1.OS(O)(=O)=O. (4) Given the product [CH3:22][C:12]1[CH:17]=[CH:16][C:15]([S:18]([O:11][CH:8]([C:3]2[CH:4]=[CH:5][CH:6]=[CH:7][C:2]=2[Cl:1])[C:9]#[N:10])(=[O:20])=[O:19])=[CH:14][CH:13]=1, predict the reactants needed to synthesize it. The reactants are: [Cl:1][C:2]1[CH:7]=[CH:6][CH:5]=[CH:4][C:3]=1[C@H:8]([OH:11])[C:9]#[N:10].[C:12]1([CH3:22])[CH:17]=[CH:16][C:15]([S:18](Cl)(=[O:20])=[O:19])=[CH:14][CH:13]=1.CN(C)C1C=CC=CC=1.Cl. (5) Given the product [CH2:1]([O:3][C:4](=[O:16])[C:5]([CH3:15])([CH3:14])[CH2:6][N:7]([CH3:18])[C:8](=[O:13])[C:9]([F:12])([F:10])[F:11])[CH3:2], predict the reactants needed to synthesize it. The reactants are: [CH2:1]([O:3][C:4](=[O:16])[C:5]([CH3:15])([CH3:14])[CH2:6][NH:7][C:8](=[O:13])[C:9]([F:12])([F:11])[F:10])[CH3:2].I[CH3:18].[H-].[Na+].Cl.